From a dataset of Forward reaction prediction with 1.9M reactions from USPTO patents (1976-2016). Predict the product of the given reaction. (1) Given the reactants [N+](=[CH2:3])=[N-].[Br:4][C:5]1[CH:38]=[CH:37][C:8]([CH2:9][C@@:10]23[CH2:28][C@@H:27]([O:29][Si:30]([C:33]([CH3:36])([CH3:35])[CH3:34])([CH3:32])[CH3:31])[CH2:26][N:11]2[S:12](=[O:25])(=[O:24])[C:13]([C:16]2[CH:21]=[C:20]([Cl:22])[CH:19]=[C:18]([Cl:23])[CH:17]=2)=[C:14]3[OH:15])=[CH:7][CH:6]=1, predict the reaction product. The product is: [Br:4][C:5]1[CH:6]=[CH:7][C:8]([CH2:9][C@@:10]23[CH2:28][C@@H:27]([O:29][Si:30]([C:33]([CH3:34])([CH3:35])[CH3:36])([CH3:31])[CH3:32])[CH2:26][N:11]2[S:12](=[O:24])(=[O:25])[C:13]([C:16]2[CH:21]=[C:20]([Cl:22])[CH:19]=[C:18]([Cl:23])[CH:17]=2)=[C:14]3[O:15][CH3:3])=[CH:37][CH:38]=1. (2) Given the reactants Cl[C:2]1[N:10]=[CH:9][N:8]=[C:7]2[C:3]=1[N:4]=[C:5]([C:11]1[CH:12]=[N:13][N:14]([CH3:16])[CH:15]=1)[NH:6]2.O1CCOCC1.O.C([O-])([O-])=O.[K+].[K+].[O:30]1[CH2:35][CH2:34][CH:33]([O:36][C:37]2[CH:44]=[CH:43][C:42](B3OC(C)(C)C(C)(C)O3)=[CH:41][C:38]=2[C:39]#[N:40])[CH2:32][CH2:31]1, predict the reaction product. The product is: [CH3:16][N:14]1[CH:15]=[C:11]([C:5]2[NH:6][C:7]3[C:3]([N:4]=2)=[C:2]([C:42]2[CH:43]=[CH:44][C:37]([O:36][CH:33]4[CH2:34][CH2:35][O:30][CH2:31][CH2:32]4)=[C:38]([CH:41]=2)[C:39]#[N:40])[N:10]=[CH:9][N:8]=3)[CH:12]=[N:13]1. (3) Given the reactants [CH2:1]([C:8]1[C:17]2[C:12](=[CH:13][CH:14]=[CH:15][CH:16]=2)[C:11]([N:18]2[CH2:23][CH2:22][N:21]([C:24]3[CH:29]=[N:28][C:27]([C:30]([CH3:32])=[CH2:31])=[CH:26][N:25]=3)[CH2:20][CH2:19]2)=[N:10][N:9]=1)[C:2]1[CH:7]=[CH:6][CH:5]=[CH:4][CH:3]=1.[H][H], predict the reaction product. The product is: [CH2:1]([C:8]1[C:17]2[C:12](=[CH:13][CH:14]=[CH:15][CH:16]=2)[C:11]([N:18]2[CH2:19][CH2:20][N:21]([C:24]3[CH:29]=[N:28][C:27]([CH:30]([CH3:32])[CH3:31])=[CH:26][N:25]=3)[CH2:22][CH2:23]2)=[N:10][N:9]=1)[C:2]1[CH:3]=[CH:4][CH:5]=[CH:6][CH:7]=1. (4) Given the reactants Cl[C:2]1[CH:7]=[C:6]([O:8][C:9]2[C:10]([CH3:18])=[CH:11][C:12]([N+:15]([O-:17])=[O:16])=[N:13][CH:14]=2)[CH:5]=[CH:4][N:3]=1.[CH3:19][N:20]1[CH:24]=[C:23](B2OC(C)(C)C(C)(C)O2)[CH:22]=[N:21]1.C([O-])([O-])=O.[K+].[K+], predict the reaction product. The product is: [CH3:18][C:10]1[C:9]([O:8][C:6]2[CH:5]=[CH:4][N:3]=[C:2]([C:23]3[CH:22]=[N:21][N:20]([CH3:19])[CH:24]=3)[CH:7]=2)=[CH:14][N:13]=[C:12]([N+:15]([O-:17])=[O:16])[CH:11]=1. (5) Given the reactants [O:1]1[C:3]2([CH2:8][CH2:7][N:6]([C:9]([O:11][C:12]([CH3:15])([CH3:14])[CH3:13])=[O:10])[CH2:5][CH2:4]2)[CH2:2]1.[CH:16]1([NH2:19])[CH2:18][CH2:17]1, predict the reaction product. The product is: [CH:16]1([NH:19][CH2:2][C:3]2([OH:1])[CH2:8][CH2:7][N:6]([C:9]([O:11][C:12]([CH3:15])([CH3:14])[CH3:13])=[O:10])[CH2:5][CH2:4]2)[CH2:18][CH2:17]1. (6) Given the reactants [CH2:1]([O:3][C:4](=[O:37])[C:5]([C:21](=[O:36])[C:22]1[CH:27]=[C:26]([F:28])[C:25]([F:29])=[C:24]([O:30][C:31]([F:34])([F:33])[F:32])[C:23]=1F)=[CH:6][NH:7][C:8]1[CH:13]=[CH:12][CH:11]=[C:10]([CH2:14][N:15]2[CH2:20][CH2:19][CH2:18][CH2:17][CH2:16]2)[CH:9]=1)[CH3:2].C([O-])([O-])=O.[K+].[K+].C1OCCOCCOCCOCCOCCOC1, predict the reaction product. The product is: [F:28][C:26]1[CH:27]=[C:22]2[C:23](=[C:24]([O:30][C:31]([F:32])([F:34])[F:33])[C:25]=1[F:29])[N:7]([C:8]1[CH:13]=[CH:12][CH:11]=[C:10]([CH2:14][N:15]3[CH2:20][CH2:19][CH2:18][CH2:17][CH2:16]3)[CH:9]=1)[CH:6]=[C:5]([C:4]([O:3][CH2:1][CH3:2])=[O:37])[C:21]2=[O:36]. (7) Given the reactants C([O:4][C@H:5]([CH3:25])[CH2:6][CH2:7][CH2:8][CH2:9][N:10]1[C:15](=[O:16])[C:14]2[C:17]([CH3:22])=[CH:18][C:19]([CH3:21])=[N:20][C:13]=2[N:12]([CH3:23])[C:11]1=[O:24])(=O)C.[OH-].[K+].[Cl-].[Na+], predict the reaction product. The product is: [OH:4][C@H:5]([CH3:25])[CH2:6][CH2:7][CH2:8][CH2:9][N:10]1[C:15](=[O:16])[C:14]2[C:17]([CH3:22])=[CH:18][C:19]([CH3:21])=[N:20][C:13]=2[N:12]([CH3:23])[C:11]1=[O:24]. (8) Given the reactants [C:1]([O:5][C:6](=[O:20])[CH2:7][CH2:8][S:9][CH2:10][C:11]1[CH:12]=[C:13]([CH:17]=[CH:18][CH:19]=1)[C:14]([OH:16])=O)([CH3:4])([CH3:3])[CH3:2].CCN=C=NCCCN(C)C.Cl.[F:33][C:34]([F:68])([F:67])[C:35]1[CH:36]=[C:37]([CH:64]=[CH:65][CH:66]=1)[CH2:38][NH:39][C:40](=[O:63])[C:41]1[CH:46]=[CH:45][N:44]=[C:43]([C:47]2[CH:52]=[C:51]([N:53]([CH2:58][CH2:59][O:60][CH3:61])[CH2:54][CH2:55][O:56][CH3:57])[CH:50]=[CH:49][C:48]=2[NH2:62])[CH:42]=1, predict the reaction product. The product is: [F:67][C:34]([F:33])([F:68])[C:35]1[CH:36]=[C:37]([CH:64]=[CH:65][CH:66]=1)[CH2:38][NH:39][C:40]([C:41]1[CH:46]=[CH:45][N:44]=[C:43]([C:47]2[CH:52]=[C:51]([N:53]([CH2:54][CH2:55][O:56][CH3:57])[CH2:58][CH2:59][O:60][CH3:61])[CH:50]=[CH:49][C:48]=2[NH:62][C:14]([C:13]2[CH:12]=[C:11]([CH:19]=[CH:18][CH:17]=2)[CH2:10][S:9][CH2:8][CH2:7][C:6]([O:5][C:1]([CH3:2])([CH3:3])[CH3:4])=[O:20])=[O:16])[CH:42]=1)=[O:63]. (9) Given the reactants [CH3:1][C:2]1[NH:3][CH:4]=[C:5]([C:7]#[C:8][C:9]2[CH:10]=[C:11]([CH:14]=[CH:15][CH:16]=2)[C:12]#[N:13])[N:6]=1.Br.Br[CH2:19][C:20]1[CH:21]=[N:22][CH:23]=[CH:24][CH:25]=1, predict the reaction product. The product is: [CH3:1][C:2]1[N:3]([CH2:19][C:20]2[CH:21]=[N:22][CH:23]=[CH:24][CH:25]=2)[CH:4]=[C:5]([C:7]#[C:8][C:9]2[CH:10]=[C:11]([CH:14]=[CH:15][CH:16]=2)[C:12]#[N:13])[N:6]=1.